From a dataset of Reaction yield outcomes from USPTO patents with 853,638 reactions. Predict the reaction yield, written as a fraction of the theoretical maximum amount of product (1.0 means a 100% yield; for example, 0.34 means a 34% yield). (1) The reactants are [NH2:1][C:2]1[CH:10]=[CH:9][C:8]([Cl:11])=[CH:7][C:3]=1[C:4]([OH:6])=O.N1[CH:16]=[CH:15]N=C1.C(Cl)(=O)C.Cl.[NH2:22][CH:23]1[CH2:28][CH2:27][C:26](=[O:29])[NH:25][C:24]1=[O:30].P(OC1C=CC=CC=1)(OC1C=CC=CC=1)OC1C=CC=CC=1. The catalyst is C(#N)C.O. The product is [Cl:11][C:8]1[CH:7]=[C:3]2[C:2](=[CH:10][CH:9]=1)[N:1]=[C:15]([CH3:16])[N:22]([CH:23]1[CH2:28][CH2:27][C:26](=[O:29])[NH:25][C:24]1=[O:30])[C:4]2=[O:6]. The yield is 0.800. (2) The reactants are [Li+].C[Si]([N-][Si](C)(C)C)(C)C.[CH3:11][O:12][C:13]([CH:15]1[CH2:19][C:18](=[O:20])[N:17]([C:21]2[C:26]([CH3:27])=[CH:25][CH:24]=[CH:23][C:22]=2[CH3:28])[CH2:16]1)=[O:14].[CH2:29](Cl)[O:30][CH2:31][C:32]1[CH:37]=[CH:36][CH:35]=[CH:34][CH:33]=1.[NH4+].[Cl-]. The catalyst is C1COCC1. The product is [CH3:11][O:12][C:13]([C:15]1([CH2:29][O:30][CH2:31][C:32]2[CH:37]=[CH:36][CH:35]=[CH:34][CH:33]=2)[CH2:19][C:18](=[O:20])[N:17]([C:21]2[C:26]([CH3:27])=[CH:25][CH:24]=[CH:23][C:22]=2[CH3:28])[CH2:16]1)=[O:14]. The yield is 0.220. (3) The product is [O:1]1[C:5]2([CH2:10][CH2:9][N:8]([C:19]([O:21][C:22]3[CH:27]=[CH:26][CH:25]=[CH:24][CH:23]=3)=[O:20])[CH2:7][CH2:6]2)[O:4][CH2:3][CH2:2]1. The yield is 0.950. The reactants are [O:1]1[C:5]2([CH2:10][CH2:9][NH:8][CH2:7][CH2:6]2)[O:4][CH2:3][CH2:2]1.C(N(CC)CC)C.Cl[C:19]([O:21][C:22]1[CH:27]=[CH:26][CH:25]=[CH:24][CH:23]=1)=[O:20]. The catalyst is C(OCC)(=O)C. (4) No catalyst specified. The reactants are Br[C:2]1[CH:3]=[C:4]([N:8]2[C:16]3[CH:15]=[C:14]([Cl:17])[N:13]=[CH:12][C:11]=3[C:10]([C:18]([NH2:20])=[O:19])=[N:9]2)[CH:5]=[CH:6][CH:7]=1.[C:21]([C@:23]1([OH:30])[CH2:27][CH2:26][N:25]([CH3:28])[C:24]1=[O:29])#[CH:22]. The yield is 0.450. The product is [Cl:17][C:14]1[N:13]=[CH:12][C:11]2[C:10]([C:18]([NH2:20])=[O:19])=[N:9][N:8]([C:4]3[CH:5]=[CH:6][CH:7]=[C:2]([C:22]#[C:21][C@:23]4([OH:30])[CH2:27][CH2:26][N:25]([CH3:28])[C:24]4=[O:29])[CH:3]=3)[C:16]=2[CH:15]=1. (5) The reactants are C1C2C(=CC=CC=2)C=CC=1O.C1([C@H:18]2[CH2:27][C:26]3[C:21](=[CH:22][CH:23]=[CH:24][CH:25]=3)[CH:20]=[N:19]2)C=CC=CC=1. The product is [CH2:20]1[C:21]2[C:26](=[CH:25][CH:24]=[CH:23][CH:22]=2)[CH2:27][CH2:18][NH:19]1. No catalyst specified. The yield is 0.810.